This data is from Catalyst prediction with 721,799 reactions and 888 catalyst types from USPTO. The task is: Predict which catalyst facilitates the given reaction. (1) Reactant: [F:1][C:2]1[CH:3]=[C:4]([S:29]([NH2:32])(=[O:31])=[O:30])[CH:5]=[CH:6][C:7]=1[N:8]1[C:12]([CH2:13][C:14]2[CH:19]=[CH:18][CH:17]=[C:16]([CH3:20])[CH:15]=2)=[N:11][C:10]([CH2:21][NH:22][CH2:23][CH2:24][C:25]([F:28])([F:27])[F:26])=[N:9]1.C=O.[C:35]([BH3-])#N.[Na+].C(O)(=O)C. Product: [F:1][C:2]1[CH:3]=[C:4]([S:29]([NH2:32])(=[O:30])=[O:31])[CH:5]=[CH:6][C:7]=1[N:8]1[C:12]([CH2:13][C:14]2[CH:19]=[CH:18][CH:17]=[C:16]([CH3:20])[CH:15]=2)=[N:11][C:10]([CH2:21][N:22]([CH3:35])[CH2:23][CH2:24][C:25]([F:28])([F:27])[F:26])=[N:9]1. The catalyst class is: 5. (2) Reactant: [CH3:1][O:2][C:3](=[O:22])[CH2:4][O:5][C:6]1[C:14]2[O:13][C:12]([NH:15][CH:16]3[CH2:21][CH2:20][NH:19][CH2:18][CH2:17]3)=[N:11][C:10]=2[CH:9]=[CH:8][CH:7]=1.[CH2:23]([O:25][C:26]1[CH:27]=[C:28]([CH:31]=[C:32]([O:35][CH2:36][CH3:37])[C:33]=1[F:34])[CH:29]=O)[CH3:24].C([BH3-])#N.[Na+].C(N(C(C)C)C(C)C)C. Product: [CH3:1][O:2][C:3](=[O:22])[CH2:4][O:5][C:6]1[C:14]2[O:13][C:12]([NH:15][CH:16]3[CH2:21][CH2:20][N:19]([CH2:29][C:28]4[CH:31]=[C:32]([O:35][CH2:36][CH3:37])[C:33]([F:34])=[C:26]([O:25][CH2:23][CH3:24])[CH:27]=4)[CH2:18][CH2:17]3)=[N:11][C:10]=2[CH:9]=[CH:8][CH:7]=1. The catalyst class is: 212. (3) The catalyst class is: 20. Reactant: [F:1][C:2]1[CH:7]=[CH:6][C:5]([S:8]([N:11]2[CH2:16][CH2:15][S:14][C:13]3[CH:17]=[CH:18][C:19]([C:21]([O:23]C)=[O:22])=[CH:20][C:12]2=3)(=[O:10])=[O:9])=[CH:4][CH:3]=1.[Li+].[OH-]. Product: [F:1][C:2]1[CH:7]=[CH:6][C:5]([S:8]([N:11]2[CH2:16][CH2:15][S:14][C:13]3[CH:17]=[CH:18][C:19]([C:21]([OH:23])=[O:22])=[CH:20][C:12]2=3)(=[O:9])=[O:10])=[CH:4][CH:3]=1. (4) Reactant: C1(B([O:14][B:15]([C:22]2[CH:27]=[CH:26][CH:25]=[CH:24][CH:23]=2)[C:16]2[CH:21]=[CH:20][CH:19]=[CH:18][CH:17]=2)C2C=CC=CC=2)C=CC=CC=1.O[C:29]1[CH:34]=[CH:33][CH:32]=[CH:31][C:30]=1[C:35]1[O:36][C:37]2[CH:43]=[CH:42][CH:41]=[CH:40][C:38]=2[N:39]=1. Product: [C:22]1([B:15]([C:16]2[CH:17]=[CH:18][CH:19]=[CH:20][CH:21]=2)[O:14][C:29]2[CH:34]=[CH:33][CH:32]=[CH:31][C:30]=2[C:35]2[O:36][C:37]3[CH:43]=[CH:42][CH:41]=[CH:40][C:38]=3[N:39]=2)[CH:23]=[CH:24][CH:25]=[CH:26][CH:27]=1. The catalyst class is: 7. (5) Reactant: [Br:1][C:2]1[C:3]([CH3:20])=[N:4][N:5]([CH2:14][CH2:15][S:16][CH2:17][CH2:18][OH:19])[C:6]=1[C:7]1[CH:12]=[CH:11][C:10]([F:13])=[CH:9][CH:8]=1.ClC1C=CC=C(C(OO)=[O:29])C=1.[OH2:32]. Product: [Br:1][C:2]1[C:3]([CH3:20])=[N:4][N:5]([CH2:14][CH2:15][S:16]([CH2:17][CH2:18][OH:19])(=[O:29])=[O:32])[C:6]=1[C:7]1[CH:8]=[CH:9][C:10]([F:13])=[CH:11][CH:12]=1. The catalyst class is: 11. (6) Reactant: [C:1]([C:3]1[C:7]([C:8]2[CH:13]=[CH:12][CH:11]=[CH:10][CH:9]=2)=[CH:6][N:5]([C:14]2[CH:22]=[CH:21][C:17]([C:18]([OH:20])=O)=[CH:16][CH:15]=2)[CH:4]=1)#[N:2].C(N1C=CN=C1)([N:25]1C=CN=C1)=O.N.O. Product: [C:1]([C:3]1[C:7]([C:8]2[CH:9]=[CH:10][CH:11]=[CH:12][CH:13]=2)=[CH:6][N:5]([C:14]2[CH:15]=[CH:16][C:17]([C:18]([NH2:25])=[O:20])=[CH:21][CH:22]=2)[CH:4]=1)#[N:2]. The catalyst class is: 7. (7) Reactant: [OH:1][C@H:2]1[C@H:6]([OH:7])[CH2:5][N:4]([C:8]([O:10][CH2:11][C:12]2[CH:17]=[CH:16][CH:15]=[CH:14][CH:13]=2)=[O:9])[CH2:3]1.[H-].[Na+].[CH3:20]I. Product: [OH:1][C@H:2]1[C@H:6]([O:7][CH3:20])[CH2:5][N:4]([C:8]([O:10][CH2:11][C:12]2[CH:17]=[CH:16][CH:15]=[CH:14][CH:13]=2)=[O:9])[CH2:3]1. The catalyst class is: 1.